Dataset: NCI-60 drug combinations with 297,098 pairs across 59 cell lines. Task: Regression. Given two drug SMILES strings and cell line genomic features, predict the synergy score measuring deviation from expected non-interaction effect. Drug 1: CC1=C(C=C(C=C1)NC(=O)C2=CC=C(C=C2)CN3CCN(CC3)C)NC4=NC=CC(=N4)C5=CN=CC=C5. Drug 2: CS(=O)(=O)OCCCCOS(=O)(=O)C. Cell line: OVCAR3. Synergy scores: CSS=-2.75, Synergy_ZIP=0.804, Synergy_Bliss=0.562, Synergy_Loewe=-4.69, Synergy_HSA=-4.06.